From a dataset of Full USPTO retrosynthesis dataset with 1.9M reactions from patents (1976-2016). Predict the reactants needed to synthesize the given product. (1) The reactants are: [NH2:1][C:2]1[CH:7]=[CH:6][C:5]([C:8](=[O:10])[CH3:9])=[CH:4][CH:3]=1.[F:11][C:12]([F:24])([F:23])[O:13][C:14]1[CH:22]=[CH:21][C:17]([C:18](Cl)=[O:19])=[CH:16][CH:15]=1.N1C=CC=CC=1. Given the product [C:8]([C:5]1[CH:6]=[CH:7][C:2]([NH:1][C:18](=[O:19])[C:17]2[CH:21]=[CH:22][C:14]([O:13][C:12]([F:11])([F:23])[F:24])=[CH:15][CH:16]=2)=[CH:3][CH:4]=1)(=[O:10])[CH3:9], predict the reactants needed to synthesize it. (2) The reactants are: [N+](C1C=CC(O[C:11](=[O:38])[O:12][CH2:13][C:14]2[N:15](CC3C=CN=CC=3)[C:16]([S:22][C:23]3[CH:28]=[C:27]([Cl:29])[CH:26]=[C:25]([Cl:30])[CH:24]=3)=[C:17]([CH:19]([CH3:21])[CH3:20])[N:18]=2)=CC=1)([O-])=O.[CH2:39]([O:41][P:42]([CH2:47][NH2:48])(=[O:46])[O:43][CH2:44][CH3:45])[CH3:40].C([N:52]([CH:55]([CH3:57])C)[CH2:53][CH3:54])(C)C.[CH3:58][C:59]#N. Given the product [CH2:39]([O:41][P:42]([CH2:47][NH:48][C:11]([O:12][CH:13]([C:14]1[NH:15][C:16]([S:22][C:23]2[CH:24]=[C:25]([Cl:30])[CH:26]=[C:27]([Cl:29])[CH:28]=2)=[C:17]([CH:19]([CH3:20])[CH3:21])[N:18]=1)[CH2:58][C:59]1[CH:54]=[CH:53][N:52]=[CH:55][CH:57]=1)=[O:38])(=[O:46])[O:43][CH2:44][CH3:45])[CH3:40], predict the reactants needed to synthesize it. (3) Given the product [CH3:1][O:2][C:3](=[O:19])[CH2:4][O:5][C:6]1[CH:11]=[CH:10][C:9]([O:12][CH2:13][CH2:14][C:15]2[S:17][CH:21]=[C:22]([C:24]3[CH:29]=[CH:28][C:27]([C:30]([F:31])([F:32])[F:33])=[CH:26][CH:25]=3)[N:16]=2)=[CH:8][C:7]=1[CH3:18], predict the reactants needed to synthesize it. The reactants are: [CH3:1][O:2][C:3](=[O:19])[CH2:4][O:5][C:6]1[CH:11]=[CH:10][C:9]([O:12][CH2:13][CH2:14][C:15](=[S:17])[NH2:16])=[CH:8][C:7]=1[CH3:18].Br[CH2:21][C:22]([C:24]1[CH:29]=[CH:28][C:27]([C:30]([F:33])([F:32])[F:31])=[CH:26][CH:25]=1)=O. (4) Given the product [O:7]=[C:6]([OH:8])[C@@H:5]([C@H:4]([C@@H:3]([C@@H:2]([CH2:1][OH:12])[OH:38])[OH:11])[OH:10])[OH:9].[CH:13]12[CH2:19][CH:16]([CH2:17][CH2:18]1)[CH:15]=[CH:14]2, predict the reactants needed to synthesize it. The reactants are: [CH2:1]([OH:12])[C@H:2]1[O:8][C:6](=[O:7])[C@H:5]([OH:9])[C@@H:4]([OH:10])[C@@H:3]1[OH:11].[C:13]12(NC)[CH2:19][CH:16]([CH2:17][CH2:18]1)[CH:15]=[CH:14]2.C12(C#N)CC(CC1)C=C2.[H-].[H-].[H-].[H-].[Li+].[Al+3].C[OH:38]. (5) Given the product [C:7]([C:6]1[NH:8][CH:12]=[CH:11][N:10]=1)([C:2]1[NH:8][CH:12]=[CH:11][N:10]=1)=[O:13], predict the reactants needed to synthesize it. The reactants are: Cl[C:2]1[CH:7]=[CH:6]C=CC=1.[NH:8]1[CH:12]=[CH:11][N:10]=C1.[OH-:13].[Na+]. (6) Given the product [CH:1]([NH:4][C:5]1[N:10]=[C:9]([C:11]2[C:19]3[C:14](=[N:15][CH:16]=[C:17]([NH:20][C:21]4[CH:26]=[CH:25][CH:24]=[CH:23][CH:22]=4)[CH:18]=3)[NH:13][CH:12]=2)[C:8]([C:37]#[N:38])=[CH:7][N:6]=1)([CH3:3])[CH3:2], predict the reactants needed to synthesize it. The reactants are: [CH:1]([NH:4][C:5]1[N:10]=[C:9]([C:11]2[C:19]3[C:14](=[N:15][CH:16]=[C:17]([NH:20][C:21]4[CH:26]=[CH:25][CH:24]=[CH:23][CH:22]=4)[CH:18]=3)[N:13](S(C3C=CC(C)=CC=3)(=O)=O)[CH:12]=2)[C:8]([C:37]#[N:38])=[CH:7][N:6]=1)([CH3:3])[CH3:2].O.O[Li].O.